Dataset: Catalyst prediction with 721,799 reactions and 888 catalyst types from USPTO. Task: Predict which catalyst facilitates the given reaction. (1) Reactant: [C:1](Cl)(=[O:3])[CH3:2].[Cl:5][C:6]1[CH:14]=[C:13]2[C:9]([C:10]([NH2:15])=[N:11][NH:12]2)=[CH:8][CH:7]=1. The catalyst class is: 17. Product: [Cl:5][C:6]1[CH:14]=[C:13]2[C:9]([C:10]([NH:15][C:1](=[O:3])[CH3:2])=[N:11][NH:12]2)=[CH:8][CH:7]=1. (2) Reactant: [CH2:1]([C:3]1[N:4]([C:28]2[CH:33]=[CH:32][C:31]([OH:34])=[CH:30][CH:29]=2)[C:5](=[O:27])[C:6]([CH2:12][C:13]2[CH:18]=[CH:17][C:16]([C:19]3[C:20]([C:25]#[N:26])=[CH:21][CH:22]=[CH:23][CH:24]=3)=[CH:15][CH:14]=2)=[C:7]([CH2:9][CH2:10][CH3:11])[N:8]=1)[CH3:2].[Si]([O:42][C:43]([C@H:46]1[CH2:51][CH2:50][C@H:49](O)[CH2:48][CH2:47]1)([CH3:45])[CH3:44])(C(C)(C)C)(C)C.C1(P(C2C=CC=CC=2)C2C=CC=CC=2)C=CC=CC=1.[N:73]([C:74]([O:76]C(C)C)=[O:75])=[N:73][C:74]([O:76]C(C)C)=[O:75]. Product: [CH2:1]([C:3]1[N:4]([C:28]2[CH:33]=[CH:32][C:31]([O:34][C@H:49]3[CH2:48][CH2:47][C@@H:46]([C:43]([OH:42])([CH3:44])[CH3:45])[CH2:51][CH2:50]3)=[CH:30][CH:29]=2)[C:5](=[O:27])[C:6]([CH2:12][C:13]2[CH:18]=[CH:17][C:16]([C:19]3[CH:24]=[CH:23][CH:22]=[CH:21][C:20]=3[C:25]3[NH:73][C:74](=[O:75])[O:76][N:26]=3)=[CH:15][CH:14]=2)=[C:7]([CH2:9][CH2:10][CH3:11])[N:8]=1)[CH3:2]. The catalyst class is: 253. (3) Reactant: [N+:1]([C:4]1[CH:5]=[N:6][NH:7][CH:8]=1)([O-:3])=[O:2].Br[CH2:10][CH2:11][O:12][C:13]1[CH:18]=[CH:17][CH:16]=[C:15]([O:19][CH3:20])[CH:14]=1.C([O-])([O-])=O.[Cs+].[Cs+]. Product: [CH3:20][O:19][C:15]1[CH:14]=[C:13]([CH:18]=[CH:17][CH:16]=1)[O:12][CH2:11][CH2:10][N:6]1[CH:5]=[C:4]([N+:1]([O-:3])=[O:2])[CH:8]=[N:7]1. The catalyst class is: 496.